This data is from Reaction yield outcomes from USPTO patents with 853,638 reactions. The task is: Predict the reaction yield, written as a fraction of the theoretical maximum amount of product (1.0 means a 100% yield; for example, 0.34 means a 34% yield). The reactants are [NH2:1][CH2:2][CH2:3][CH2:4][OH:5].[CH2:6](N)[C:7]1[CH:12]=[CH:11][CH:10]=[CH:9][CH:8]=1. The catalyst is O1CCCC1.C(OCC)(=O)C. The product is [CH2:6]([NH:1][CH2:2][CH2:3][CH2:4][OH:5])[C:7]1[CH:12]=[CH:11][CH:10]=[CH:9][CH:8]=1. The yield is 0.610.